This data is from Forward reaction prediction with 1.9M reactions from USPTO patents (1976-2016). The task is: Predict the product of the given reaction. (1) Given the reactants [O:1]1[CH2:6][CH2:5][CH2:4][CH2:3][CH:2]1[O:7][CH2:8][CH2:9][C:10]1[CH:11]=[C:12]([CH:15]=[CH:16][CH:17]=1)[CH:13]=O.[CH3:18][O:19][C:20]1[CH:27]=[CH:26][CH:25]=[CH:24][C:21]=1[CH2:22][NH2:23].O.CCCC(C)C.CCOC(C)=O, predict the reaction product. The product is: [CH3:18][O:19][C:20]1[CH:27]=[CH:26][CH:25]=[CH:24][C:21]=1[CH2:22][NH:23][CH2:13][C:12]1[CH:15]=[CH:16][CH:17]=[C:10]([CH2:9][CH2:8][O:7][CH:2]2[CH2:3][CH2:4][CH2:5][CH2:6][O:1]2)[CH:11]=1. (2) Given the reactants [C:1]([C:9]1[CH:17]=[C:16]([Br:18])[CH:15]=[CH:14][C:10]=1[C:11]([OH:13])=O)(=[O:8])[C:2]1[CH:7]=[CH:6][CH:5]=[CH:4][CH:3]=1.[CH3:19][S:20]([C:23]1[CH:36]=[CH:35][C:26]([CH2:27][NH:28][CH2:29][CH:30]([OH:34])[CH2:31][CH2:32][CH3:33])=[CH:25][CH:24]=1)(=[O:22])=[O:21].Cl.C(N=C=NCCCN(C)C)C.O.ON1C2C=CC=CC=2N=N1, predict the reaction product. The product is: [C:1]([C:9]1[CH:17]=[C:16]([Br:18])[CH:15]=[CH:14][C:10]=1[C:11]([N:28]([CH2:29][CH:30]([OH:34])[CH2:31][CH2:32][CH3:33])[CH2:27][C:26]1[CH:25]=[CH:24][C:23]([S:20]([CH3:19])(=[O:22])=[O:21])=[CH:36][CH:35]=1)=[O:13])(=[O:8])[C:2]1[CH:3]=[CH:4][CH:5]=[CH:6][CH:7]=1. (3) The product is: [CH2:26]([O:25][C:23]([N:6]1[CH:7]=[CH:8][C:3](=[O:2])[CH2:4][CH:5]1[C:9]1[CH:14]=[CH:13][CH:12]=[CH:11][CH:10]=1)=[O:24])[C:27]1[CH:32]=[CH:31][CH:30]=[CH:29][CH:28]=1. Given the reactants C[O:2][C:3]1[CH:8]=[CH:7][N:6]=[CH:5][CH:4]=1.[C:9]1([Mg]Br)[CH:14]=[CH:13][CH:12]=[CH:11][CH:10]=1.O1CCCC1.Cl[C:23]([O:25][CH2:26][C:27]1[CH:32]=[CH:31][CH:30]=[CH:29][CH:28]=1)=[O:24].C(O)(=O)CC(CC(O)=O)(C(O)=O)O, predict the reaction product. (4) Given the reactants [CH3:1][N:2]1[C:10]2[C:5](=[CH:6][CH:7]=[CH:8][CH:9]=2)[CH:4]=[C:3]1[C:11]([OH:13])=O.[NH2:14][C@H:15]([C:23]([NH:25][C@H:26]([CH:39]=[O:40])[CH2:27][C:28](=[N:34][NH:35][C:36]([NH2:38])=[O:37])[O:29][C:30]([CH3:33])([CH3:32])[CH3:31])=[O:24])[CH2:16][C:17]1[CH:22]=[CH:21][CH:20]=[CH:19][CH:18]=1.CCN=C=NCCCN(C)C.CCOCC, predict the reaction product. The product is: [CH3:1][N:2]1[C:10]2[C:5](=[CH:6][CH:7]=[CH:8][CH:9]=2)[CH:4]=[C:3]1[C:11]([NH:14][C@H:15]([C:23]([NH:25][C@H:26]([CH:39]=[O:40])[CH2:27][C:28](=[N:34][NH:35][C:36]([NH2:38])=[O:37])[O:29][C:30]([CH3:32])([CH3:33])[CH3:31])=[O:24])[CH2:16][C:17]1[CH:18]=[CH:19][CH:20]=[CH:21][CH:22]=1)=[O:13]. (5) Given the reactants [NH2:1][C:2]1[CH:3]=[C:4]([O:16][C:17]([F:20])([F:19])[F:18])[CH:5]=[C:6]2[C:10]=1[NH:9][C:8]([C:11]([O:13][CH2:14][CH3:15])=[O:12])=[CH:7]2.[S:21]1[CH:25]=[CH:24][CH:23]=[C:22]1[S:26](Cl)(=[O:28])=[O:27], predict the reaction product. The product is: [S:21]1[CH:25]=[CH:24][CH:23]=[C:22]1[S:26]([NH:1][C:2]1[CH:3]=[C:4]([O:16][C:17]([F:20])([F:18])[F:19])[CH:5]=[C:6]2[C:10]=1[NH:9][C:8]([C:11]([O:13][CH2:14][CH3:15])=[O:12])=[CH:7]2)(=[O:28])=[O:27]. (6) The product is: [F:21][C:2]([F:1])([F:20])[C:3]1[C:4]([C:9]2[N:14]=[C:13]3[N:15]=[CH:16][CH:17]=[C:18]([NH:19][C:31]4[CH:32]=[CH:33][C:34]([C:35]([F:38])([F:37])[F:36])=[CH:29][N:30]=4)[C:12]3=[N:11][CH:10]=2)=[N:5][CH:6]=[CH:7][CH:8]=1. Given the reactants [F:1][C:2]([F:21])([F:20])[C:3]1[C:4]([C:9]2[N:14]=[C:13]3[N:15]=[CH:16][CH:17]=[C:18]([NH2:19])[C:12]3=[N:11][CH:10]=2)=[N:5][CH:6]=[CH:7][CH:8]=1.C(=O)([O-])[O-].[Cs+].[Cs+].N[C:29]1[C:34]([C:35]([F:38])([F:37])[F:36])=[CH:33][CH:32]=[CH:31][N:30]=1.CC1(C)C2C(=C(P(C3C=CC=CC=3)C3C=CC=CC=3)C=CC=2)OC2C(P(C3C=CC=CC=3)C3C=CC=CC=3)=CC=CC1=2, predict the reaction product. (7) Given the reactants [CH3:1][C:2]1[N:6]([CH:7]([CH2:11][CH3:12])[C:8]([OH:10])=O)[N:5]=[C:4]([C:13]([F:16])([F:15])[F:14])[CH:3]=1.CN(C(ON1N=NC2C=CC=NC1=2)=[N+](C)C)C.F[P-](F)(F)(F)(F)F.C(N(C(C)C)CC)(C)C.[F:50][C:51]1[CH:56]=[CH:55][C:54]([N:57]2[C:65]3[CH2:64][CH2:63][CH2:62][NH:61][C:60]=3[CH:59]=[N:58]2)=[CH:53][CH:52]=1, predict the reaction product. The product is: [F:50][C:51]1[CH:52]=[CH:53][C:54]([N:57]2[C:65]3[CH2:64][CH2:63][CH2:62][N:61]([C:8](=[O:10])[CH:7]([N:6]4[C:2]([CH3:1])=[CH:3][C:4]([C:13]([F:16])([F:15])[F:14])=[N:5]4)[CH2:11][CH3:12])[C:60]=3[CH:59]=[N:58]2)=[CH:55][CH:56]=1.